This data is from Catalyst prediction with 721,799 reactions and 888 catalyst types from USPTO. The task is: Predict which catalyst facilitates the given reaction. (1) Reactant: [Cl:1][C:2]1[C:7]([Cl:8])=[C:6]([Cl:9])[N:5]=[C:4]([CH:10]=[O:11])[CH:3]=1.S([CH2:22][N+:23]#[C-:24])(C1C=CC(C)=CC=1)(=O)=O.C(=O)([O-])[O-].[K+].[K+]. Product: [Cl:9][C:6]1[C:7]([Cl:8])=[C:2]([Cl:1])[CH:3]=[C:4]([C:10]2[O:11][CH:24]=[N:23][CH:22]=2)[N:5]=1. The catalyst class is: 5. (2) Reactant: C(=O)([O-])[O-].[K+].[K+].[C:7]([O:16][CH3:17])(=[O:15])[C:8]1[C:9](=[CH:11][CH:12]=[CH:13][CH:14]=1)[OH:10].Br[CH2:19][CH2:20][Cl:21]. Product: [CH3:17][O:16][C:7](=[O:15])[C:8]1[CH:14]=[CH:13][CH:12]=[CH:11][C:9]=1[O:10][CH2:19][CH2:20][Cl:21]. The catalyst class is: 311. (3) Reactant: [Br:1][C:2]1[CH:3]=[CH:4][C:5]([O:15][CH2:16][C:17]2[CH:22]=[CH:21][C:20]([F:23])=[CH:19][CH:18]=2)=[C:6]([C:8](=O)[CH2:9][CH2:10][C:11](=O)[CH3:12])[CH:7]=1.[CH3:24][O:25][C:26](=[O:35])[C:27]1[CH:32]=[C:31]([NH2:33])[CH:30]=[C:29]([NH2:34])[CH:28]=1.CC1C=CC(S(O)(=O)=O)=CC=1. Product: [CH3:24][O:25][C:26](=[O:35])[C:27]1[CH:28]=[C:29]([NH2:34])[CH:30]=[C:31]([N:33]2[C:11]([CH3:12])=[CH:10][CH:9]=[C:8]2[C:6]2[CH:7]=[C:2]([Br:1])[CH:3]=[CH:4][C:5]=2[O:15][CH2:16][C:17]2[CH:22]=[CH:21][C:20]([F:23])=[CH:19][CH:18]=2)[CH:32]=1. The catalyst class is: 296. (4) Reactant: [C:1]([O:5][C:6]([NH:8][C:9]1[CH:14]=[C:13]([CH2:15][CH2:16][C:17]([OH:19])=O)[CH:12]=[CH:11][N:10]=1)=[O:7])([CH3:4])([CH3:3])[CH3:2].C([N:22](CC)CC)C.ClC(OCC)=O.N. Product: [NH2:22][C:17](=[O:19])[CH2:16][CH2:15][C:13]1[CH:12]=[CH:11][N:10]=[C:9]([NH:8][C:6](=[O:7])[O:5][C:1]([CH3:4])([CH3:3])[CH3:2])[CH:14]=1. The catalyst class is: 7. (5) The catalyst class is: 19. Reactant: [N+](C1C=CC(COC([N:12]2[CH2:17][CH2:16][C@H:15]([OH:18])[C@H:14]([OH:19])[CH2:13]2)=O)=CC=1)([O-])=O.[CH3:22][C:23]([OH:25])=[O:24]. Product: [NH:12]1[CH2:17][CH2:16][C@H:15]([OH:18])[C@H:14]([OH:19])[CH2:13]1.[CH3:22][C:23]([OH:25])=[O:24]. (6) Reactant: C(O)(C(F)(F)F)=O.C(O[C:13](=[O:48])[CH2:14][N:15]1[C:23]2[C:18](=[CH:19][CH:20]=[C:21]([C:24]([O:26][CH3:27])=[O:25])[CH:22]=2)[C:17]([CH:28]2[CH2:33][CH2:32][CH2:31][CH2:30][CH2:29]2)=[C:16]1[C:34]1[CH:39]=[CH:38][CH:37]=[CH:36][C:35]=1[NH:40]C(OC(C)(C)C)=O)(C)(C)C.C([O-])(O)=O.[Na+]. Product: [CH:28]1([C:17]2[C:18]3[CH:19]=[CH:20][C:21]([C:24]([O:26][CH3:27])=[O:25])=[CH:22][C:23]=3[N:15]3[C:16]=2[C:34]2[CH:39]=[CH:38][CH:37]=[CH:36][C:35]=2[NH:40][C:13](=[O:48])[CH2:14]3)[CH2:33][CH2:32][CH2:31][CH2:30][CH2:29]1. The catalyst class is: 93. (7) Reactant: ClC1C=C(C(Cl)=O)C=CN=1.[Cl:11][C:12]1[CH:13]=[C:14]([CH:35]=[CH:36][N:37]=1)[C:15]([NH:17][C:18]1[CH:19]=[CH:20][C:21]([CH3:34])=[C:22]([C:24]2[CH:29]=[CH:28][C:27]([C:30]([O:32][CH3:33])=[O:31])=[CH:26][CH:25]=2)[CH:23]=1)=[O:16].NC1C=CC(C)=C(C2C=CC(C(OC)=O)=CC=2)C=1.C(N(CC)CC)C. Product: [Cl:11][C:12]1[CH:13]=[C:14]([CH:35]=[CH:36][N:37]=1)[C:15]([NH:17][C:18]1[CH:19]=[CH:20][C:21]([CH3:34])=[C:22]([C:24]2[CH:25]=[CH:26][C:27]([C:30]([O:32][CH3:33])=[O:31])=[CH:28][CH:29]=2)[CH:23]=1)=[O:16]. The catalyst class is: 2.